This data is from Peptide-MHC class I binding affinity with 185,985 pairs from IEDB/IMGT. The task is: Regression. Given a peptide amino acid sequence and an MHC pseudo amino acid sequence, predict their binding affinity value. This is MHC class I binding data. (1) The peptide sequence is SQAKKPEVRI. The MHC is HLA-A30:02 with pseudo-sequence HLA-A30:02. The binding affinity (normalized) is 0. (2) The peptide sequence is TERQANFL. The MHC is HLA-B44:02 with pseudo-sequence HLA-B44:02. The binding affinity (normalized) is 0.288. (3) The peptide sequence is KILSVLAPL. The MHC is Mamu-B1001 with pseudo-sequence Mamu-B1001. The binding affinity (normalized) is 0.0470. (4) The peptide sequence is FGAAVSLLF. The MHC is HLA-A69:01 with pseudo-sequence HLA-A69:01. The binding affinity (normalized) is 0.0847. (5) The peptide sequence is RAYAAMHLW. The MHC is HLA-A02:11 with pseudo-sequence HLA-A02:11. The binding affinity (normalized) is 0.0847.